This data is from Retrosynthesis with 50K atom-mapped reactions and 10 reaction types from USPTO. The task is: Predict the reactants needed to synthesize the given product. (1) Given the product COC(OC)c1cc(N2CCC(NC(C)=O)CC2)ccc1[N+](=O)[O-], predict the reactants needed to synthesize it. The reactants are: CC(=O)NC1CCNCC1.COC(OC)c1cc(Cl)ccc1[N+](=O)[O-]. (2) Given the product CC(C)NCc1c(C(=O)O)noc1-c1ccc(C(F)(F)F)cc1, predict the reactants needed to synthesize it. The reactants are: CCOC(=O)c1noc(-c2ccc(C(F)(F)F)cc2)c1CNC(C)C. (3) Given the product Cc1nc(NC(=O)N2CC(O[Si](c3ccccc3)(c3ccccc3)C(C)(C)C)C2)sc1-c1ccc(Cl)c(S(C)(=O)=O)c1, predict the reactants needed to synthesize it. The reactants are: CC(C)(C)[Si](OC1CNC1)(c1ccccc1)c1ccccc1.Cc1nc(N=C=O)sc1-c1ccc(Cl)c(S(C)(=O)=O)c1.